Dataset: Reaction yield outcomes from USPTO patents with 853,638 reactions. Task: Predict the reaction yield, written as a fraction of the theoretical maximum amount of product (1.0 means a 100% yield; for example, 0.34 means a 34% yield). (1) The reactants are Cl[C:2]1[CH:3]=[N:4][CH:5]=[C:6]([Cl:17])[C:7]=1[N:8]1[CH2:13][CH2:12][CH:11]([C:14]([NH2:16])=[O:15])[CH2:10][CH2:9]1.[N:18]1[CH:23]=[CH:22][CH:21]=[C:20](B(O)O)[CH:19]=1.C(=O)([O-])[O-].[Na+].[Na+]. The catalyst is C1C=CC([P]([Pd]([P](C2C=CC=CC=2)(C2C=CC=CC=2)C2C=CC=CC=2)([P](C2C=CC=CC=2)(C2C=CC=CC=2)C2C=CC=CC=2)[P](C2C=CC=CC=2)(C2C=CC=CC=2)C2C=CC=CC=2)(C2C=CC=CC=2)C2C=CC=CC=2)=CC=1.C(#N)C. The product is [Cl:17][C:6]1[C:7]([N:8]2[CH2:13][CH2:12][CH:11]([C:14]([NH2:16])=[O:15])[CH2:10][CH2:9]2)=[C:2]([C:20]2[CH:19]=[N:18][CH:23]=[CH:22][CH:21]=2)[CH:3]=[N:4][CH:5]=1. The yield is 0.250. (2) The reactants are C(OC(=O)[NH:7][C@@H:8]([CH2:35][C:36]1[CH:41]=[CH:40][C:39]([C:42]([F:45])([F:44])[F:43])=[CH:38][CH:37]=1)[CH2:9][N:10]([C:18]1[S:19][C:20]([C:25]2[CH:26]=[C:27]3[C:32](=[CH:33][CH:34]=2)[CH:31]=[N:30][CH:29]=[CH:28]3)=[C:21](C=O)[N:22]=1)C(OC(C)(C)C)=O)(C)(C)C.S1C=[C:50]([CH:52]=[O:53])[N:49]=[CH:48]1.CO.C[O-].[Na+].C1(C)C=CC(S(C[N+]#[C-])(=O)=O)=CC=1.C(Cl)Cl.C(O)(C(F)(F)F)=O. The catalyst is C([SiH](CC)CC)C.C1(C)C=CC=CC=1. The product is [NH2:7][C@@H:8]([CH2:35][C:36]1[CH:41]=[CH:40][C:39]([C:42]([F:44])([F:43])[F:45])=[CH:38][CH:37]=1)[CH2:9][NH:10][C:18]1[S:19][C:20]([C:25]2[CH:34]=[C:33]3[C:32](=[CH:27][CH:26]=2)[CH:31]=[N:30][CH:29]=[CH:28]3)=[C:21]([C:52]2[O:53][CH:48]=[N:49][CH:50]=2)[N:22]=1. The yield is 1.01. (3) The reactants are [O:1]1[CH2:5][CH2:4][C:3]2[CH:6]=[C:7]([C:10]([OH:12])=O)[CH:8]=[CH:9][C:2]1=2.S(Cl)(Cl)=O.[C:17]([NH2:26])(=[O:25])[C:18]1[C:19](=[CH:21][CH:22]=[CH:23][CH:24]=1)[NH2:20].N1C=CC=CC=1. The catalyst is C(Cl)(Cl)Cl. The product is [NH2:26][C:17]([C:18]1[CH:24]=[CH:23][CH:22]=[CH:21][C:19]=1[NH:20][C:10]([C:7]1[CH:8]=[CH:9][C:2]2[O:1][CH2:5][CH2:4][C:3]=2[CH:6]=1)=[O:12])=[O:25]. The yield is 0.870. (4) The reactants are [F:1][CH:2]([F:15])[CH2:3][O:4][C:5]1[CH:10]=[CH:9][C:8]([C:11](=O)[CH3:12])=[CH:7][C:6]=1[CH3:14].[CH3:16][C:17]([S@:20]([NH2:22])=[O:21])([CH3:19])[CH3:18]. No catalyst specified. The product is [F:1][CH:2]([F:15])[CH2:3][O:4][C:5]1[CH:10]=[CH:9][C:8]([CH:11]([NH:22][S@@:20]([C:17]([CH3:19])([CH3:18])[CH3:16])=[O:21])[CH3:12])=[CH:7][C:6]=1[CH3:14]. The yield is 0.470. (5) The reactants are [Na:1].[CH3:2][C:3]1[C:4]([CH2:20][S:21]([C:23]2[NH:27][C:26]3[CH:28]=[CH:29][CH:30]=[CH:31][C:25]=3[N:24]=2)=[O:22])=[N:5][CH:6]=[CH:7][C:8]=1[O:9][CH2:10][C:11]12[CH2:18][O:17][C:14]([CH3:19])([O:15][CH2:16]1)[O:13][CH2:12]2.[CH:32]1(C23OCC(CO)(CO2)CO3)[CH2:35]C[CH2:33]1. No catalyst specified. The product is [Na:1].[CH:19]1([C:14]23[O:15][CH2:16][C:11]([CH2:10][O:9][C:8]4[CH:7]=[CH:6][N:5]=[C:4]([CH2:20][S:21]([C:23]5[NH:24][C:25]6[CH:31]=[CH:30][CH:29]=[CH:28][C:26]=6[N:27]=5)=[O:22])[C:3]=4[CH3:2])([CH2:12][O:13]2)[CH2:18][O:17]3)[CH2:35][CH2:32][CH2:33]1. The yield is 0.0230. (6) The product is [CH3:1][O:2][C:3]1[CH:4]=[C:5]2[C:10](=[CH:11][CH:12]=1)[CH:9]([CH2:13][C:14]([O:16][CH2:17][CH3:18])=[O:15])[CH2:8][CH2:7][CH2:6]2. The reactants are [CH3:1][O:2][C:3]1[CH:4]=[C:5]2[C:10](=[CH:11][CH:12]=1)[C:9](=[CH:13][C:14]([O:16][CH2:17][CH3:18])=[O:15])[CH2:8][CH2:7][CH2:6]2.[H][H]. The yield is 0.887. The catalyst is C(O)C.[Pd]. (7) The reactants are [S:1]1[C:5]([CH2:6][CH2:7][OH:8])=[CH:4][N:3]=[CH:2]1.[CH3:9][S:10](Cl)(=[O:12])=[O:11].CCN(CC)CC.O. The catalyst is C(Cl)Cl. The product is [S:1]1[C:5]([CH2:6][CH2:7][O:8][S:10]([CH3:9])(=[O:12])=[O:11])=[CH:4][N:3]=[CH:2]1. The yield is 1.00. (8) The reactants are [CH:1]([NH:3][C:4]1[CH:16]=[CH:15][C:7]([C:8]([O:10][C:11]([CH3:14])([CH3:13])[CH3:12])=[O:9])=[CH:6][CH:5]=1)=O.O=P(Cl)(Cl)Cl. The catalyst is C1COCC1. The product is [N+:3]([C:4]1[CH:16]=[CH:15][C:7]([C:8]([O:10][C:11]([CH3:12])([CH3:14])[CH3:13])=[O:9])=[CH:6][CH:5]=1)#[C-:1]. The yield is 0.646. (9) The reactants are Cl[C:2]1[CH:3]=[C:4]([N:13]([CH2:20][CH3:21])[CH:14]2[CH2:19][CH2:18][O:17][CH2:16][CH2:15]2)[C:5]([CH2:11][CH3:12])=[C:6]([CH:10]=1)[C:7]([OH:9])=O.CN(C(ON1N=N[C:32]2[CH:33]=[CH:34][CH:35]=N[C:31]1=2)=[N+](C)C)C.F[P-](F)(F)(F)(F)F.[CH3:46][CH2:47][N:48]([CH:52]([CH3:54])C)[CH:49]([CH3:51])C.[NH2:55][CH2:56][C:57]1[C:58](=[O:65])[NH:59][C:60]([CH3:64])=[CH:61][C:62]=1[CH3:63].CN(C=[O:70])C. The catalyst is O. The product is [CH3:63][C:62]1[CH:61]=[C:60]([CH3:64])[NH:59][C:58](=[O:65])[C:57]=1[CH2:56][NH:55][C:7]([C:6]1[CH:10]=[C:2]([C:33]2[CH:34]=[CH:35][C:54]([CH2:52][N:48]3[CH2:47][CH2:46][O:70][CH2:51][CH2:49]3)=[CH:31][CH:32]=2)[CH:3]=[C:4]([N:13]([CH2:20][CH3:21])[CH:14]2[CH2:19][CH2:18][O:17][CH2:16][CH2:15]2)[C:5]=1[CH2:11][CH3:12])=[O:9]. The yield is 0.790. (10) The reactants are [CH3:1][C:2](=O)[CH2:3][C:4](=[O:6])[CH3:5].[Br:8][C:9]1[CH:16]=[CH:15][CH:14]=[CH:13][C:10]=1[CH:11]=O.[CH3:17][O:18][C:19](=[O:24])/[CH:20]=[C:21](\[NH2:23])/[CH3:22].CC(O)=O. The catalyst is CCO.CCOC(C)=O. The product is [C:4]([C:3]1[CH:11]([C:10]2[CH:13]=[CH:14][CH:15]=[CH:16][C:9]=2[Br:8])[C:20]([C:19]([O:18][CH3:17])=[O:24])=[C:21]([CH3:22])[NH:23][C:2]=1[CH3:1])(=[O:6])[CH3:5]. The yield is 0.0700.